From a dataset of Forward reaction prediction with 1.9M reactions from USPTO patents (1976-2016). Predict the product of the given reaction. (1) The product is: [CH:26]1[C:27]2[C:32](=[CH:31][CH:30]=[CH:29][CH:28]=2)[CH:33]=[CH:34][C:25]=1[CH2:24][O:23][CH:11]1[CH:10]([C:7]2[CH:8]=[CH:9][C:4]([CH2:3][CH2:2][O:1][C:40]([C:37]3[CH:38]=[CH:39][S:35][CH:36]=3)=[O:41])=[CH:5][CH:6]=2)[CH2:15][CH2:14][N:13]([C:16]([O:18][C:19]([CH3:22])([CH3:20])[CH3:21])=[O:17])[CH2:12]1. Given the reactants [OH:1][CH2:2][CH2:3][C:4]1[CH:9]=[CH:8][C:7]([CH:10]2[CH2:15][CH2:14][N:13]([C:16]([O:18][C:19]([CH3:22])([CH3:21])[CH3:20])=[O:17])[CH2:12][CH:11]2[O:23][CH2:24][C:25]2[CH:34]=[CH:33][C:32]3[C:27](=[CH:28][CH:29]=[CH:30][CH:31]=3)[CH:26]=2)=[CH:6][CH:5]=1.[S:35]1[CH:39]=[CH:38][C:37]([C:40](O)=[O:41])=[CH:36]1, predict the reaction product. (2) Given the reactants [OH-].[Na+].[CH3:3][C:4]1[O:5][C:6]2[CH:12]=[C:11]([C:13]([O:15]C)=[O:14])[CH:10]=[C:9]([O:17][CH2:18][CH:19]([CH3:21])[CH3:20])[C:7]=2[CH:8]=1.C1COCC1, predict the reaction product. The product is: [CH3:3][C:4]1[O:5][C:6]2[CH:12]=[C:11]([C:13]([OH:15])=[O:14])[CH:10]=[C:9]([O:17][CH2:18][CH:19]([CH3:21])[CH3:20])[C:7]=2[CH:8]=1.